Dataset: Catalyst prediction with 721,799 reactions and 888 catalyst types from USPTO. Task: Predict which catalyst facilitates the given reaction. (1) Reactant: C[Si](Br)(C)C.C([O:8][P:9]([CH2:14][CH2:15][NH:16][C:17]([NH:19][CH2:20][CH2:21][O:22][C:23](=[O:27])[C:24]([CH3:26])=[CH2:25])=[O:18])(=[O:13])[O:10]CC)C. Product: [C:23]([O:22][CH2:21][CH2:20][NH:19][C:17]([NH:16][CH2:15][CH2:14][P:9](=[O:8])([OH:13])[OH:10])=[O:18])(=[O:27])[C:24]([CH3:26])=[CH2:25]. The catalyst class is: 2. (2) Reactant: [C:1]([O:5][C:6]([N:8]1[CH2:13][CH:12]=[C:11]([C:14]2[CH:15]=[N:16][C:17]([N+:20]([O-])=O)=[CH:18][CH:19]=2)[CH2:10][CH2:9]1)=[O:7])([CH3:4])([CH3:3])[CH3:2].C(Cl)Cl. Product: [C:1]([O:5][C:6]([N:8]1[CH2:9][CH2:10][CH:11]([C:14]2[CH:15]=[N:16][C:17]([NH2:20])=[CH:18][CH:19]=2)[CH2:12][CH2:13]1)=[O:7])([CH3:4])([CH3:2])[CH3:3]. The catalyst class is: 19. (3) Reactant: [Cl:1][C:2]1[CH:3]=[C:4]([C:9]2([NH:22][C:23]([N:25]3[CH2:34][CH2:33][C:32]4[CH:31]=[N:30][C:29]([NH:35][CH:36]([CH3:38])[CH3:37])=[N:28][C:27]=4[CH2:26]3)=[O:24])[CH2:14][CH2:13][N:12](C(OC(C)(C)C)=O)[CH2:11][CH2:10]2)[CH:5]=[CH:6][C:7]=1[Cl:8].CO.O1CCOCC1.Cl. Product: [Cl:1][C:2]1[CH:3]=[C:4]([C:9]2([NH:22][C:23]([N:25]3[CH2:34][CH2:33][C:32]4[CH:31]=[N:30][C:29]([NH:35][CH:36]([CH3:38])[CH3:37])=[N:28][C:27]=4[CH2:26]3)=[O:24])[CH2:14][CH2:13][NH:12][CH2:11][CH2:10]2)[CH:5]=[CH:6][C:7]=1[Cl:8]. The catalyst class is: 158. (4) Reactant: [N+:1]([C:4]1[CH:12]=[CH:11][CH:10]=[CH:9][C:5]=1[C:6](Cl)=[O:7])([O-:3])=[O:2].[O:13]1[CH2:17][CH2:16][O:15][CH:14]1[C:18]1[CH:23]=[CH:22][C:21]([C:24]2NN=[N:26][N:25]=2)=[CH:20][CH:19]=1.N1C=CC=CC=1. Product: [O:13]1[CH2:17][CH2:16][O:15][CH:14]1[C:18]1[CH:19]=[CH:20][C:21]([C:24]2[O:7][C:6]([C:5]3[CH:9]=[CH:10][CH:11]=[CH:12][C:4]=3[N+:1]([O-:3])=[O:2])=[N:26][N:25]=2)=[CH:22][CH:23]=1. The catalyst class is: 6. (5) Reactant: [C:1]1([C:7]2[C:12]3[S:13][CH:14]=[CH:15][C:11]=3[C:10](=[O:16])[NH:9][N:8]=2)[CH:6]=[CH:5][CH:4]=[CH:3][CH:2]=1.CC([O-])(C)C.[K+].C1(P([NH:37]O)(C2C=CC=CC=2)=O)C=CC=CC=1.CN(C=O)C. Product: [NH2:37][N:9]1[C:10](=[O:16])[C:11]2[CH:15]=[CH:14][S:13][C:12]=2[C:7]([C:1]2[CH:2]=[CH:3][CH:4]=[CH:5][CH:6]=2)=[N:8]1. The catalyst class is: 49. (6) Reactant: [CH2:1]([C:3]1[C:11]([F:12])=[C:10](F)[CH:9]=[CH:8][C:4]=1[C:5]([OH:7])=[O:6])[CH3:2].[H-].[Na+].[SH:16][CH2:17][CH2:18][OH:19].Cl. Product: [CH2:1]([C:3]1[C:11]([F:12])=[C:10]([S:16][CH2:17][CH2:18][OH:19])[CH:9]=[CH:8][C:4]=1[C:5]([OH:7])=[O:6])[CH3:2]. The catalyst class is: 16. (7) Reactant: [C:1]([C:4]1[CH:13]=[CH:12][C:7]([C:8]([O:10][CH3:11])=[O:9])=[CH:6][C:5]=1[CH3:14])(=[S:3])[NH2:2].Cl[CH2:16][C:17](=O)[CH3:18]. Product: [CH3:14][C:5]1[CH:6]=[C:7]([CH:12]=[CH:13][C:4]=1[C:1]1[S:3][CH:16]=[C:17]([CH3:18])[N:2]=1)[C:8]([O:10][CH3:11])=[O:9]. The catalyst class is: 8. (8) Reactant: [C:1]([C:4]1[CH:5]=[C:6]2[C:10](=[CH:11][CH:12]=1)[NH:9][C:8]([CH3:13])=[C:7]2[CH2:14][C:15]1[CH:20]=[CH:19][C:18]([S:21][C:22]([CH3:25])([CH3:24])[CH3:23])=[CH:17][C:16]=1[Cl:26])([OH:3])=O.[CH2:27]([S:32]([NH2:35])(=[O:34])=[O:33])[CH2:28][CH2:29][CH2:30][CH3:31].C1(C2CCCCCCCCCC=2)CCCCCCCCNN=1. Product: [Cl:26][C:16]1[CH:17]=[C:18]([S:21][C:22]([CH3:24])([CH3:23])[CH3:25])[CH:19]=[CH:20][C:15]=1[CH2:14][C:7]1[C:6]2[C:10](=[CH:11][CH:12]=[C:4]([C:1](=[O:3])[NH:35][S:32]([CH2:27][CH2:28][CH2:29][CH2:30][CH3:31])(=[O:34])=[O:33])[CH:5]=2)[NH:9][C:8]=1[CH3:13]. The catalyst class is: 9. (9) Product: [F:22][C:2]([F:21])([F:1])[O:3][C:4]1[CH:5]=[CH:6][C:7]([C:10]2[C:11]3[O:18][C:17](/[CH:19]=[C:23]4/[C:24](=[O:25])[NH:26][C:27](=[O:28])[S:29]/4)=[CH:16][C:12]=3[CH:13]=[N:14][CH:15]=2)=[CH:8][CH:9]=1. The catalyst class is: 15. Reactant: [F:1][C:2]([F:22])([F:21])[O:3][C:4]1[CH:9]=[CH:8][C:7]([C:10]2[C:11]3[O:18][C:17]([CH:19]=O)=[CH:16][C:12]=3[CH:13]=[N:14][CH:15]=2)=[CH:6][CH:5]=1.[CH2:23]1[S:29][C:27](=[O:28])[NH:26][C:24]1=[O:25].NCCC(O)=O. (10) Reactant: [Cl:1][C:2]1[CH:7]=[CH:6][C:5]([C:8]2([NH:11][C:12]3[N:17]=[C:16]([O:18][CH2:19][C:20]([F:23])([F:22])[F:21])[N:15]=[C:14]([NH:24][C:25]4[CH:49]=[CH:48][C:28]([C:29]([NH:31][C@@H:32]([CH2:37][NH:38][C:39]5[C:42](=[O:43])[C:41](=[O:44])[C:40]=5[O:45][CH2:46][CH3:47])[C:33]([O:35]C)=[O:34])=[O:30])=[CH:27][CH:26]=4)[N:13]=3)[CH2:10][CH2:9]2)=[CH:4][CH:3]=1.C([O-])([O-])=O.[K+].[K+]. Product: [Cl:1][C:2]1[CH:7]=[CH:6][C:5]([C:8]2([NH:11][C:12]3[N:17]=[C:16]([O:18][CH2:19][C:20]([F:22])([F:23])[F:21])[N:15]=[C:14]([NH:24][C:25]4[CH:26]=[CH:27][C:28]([C:29]([NH:31][C@@H:32]([CH2:37][NH:38][C:39]5[C:42](=[O:43])[C:41](=[O:44])[C:40]=5[O:45][CH2:46][CH3:47])[C:33]([OH:35])=[O:34])=[O:30])=[CH:48][CH:49]=4)[N:13]=3)[CH2:10][CH2:9]2)=[CH:4][CH:3]=1. The catalyst class is: 95.